From a dataset of Reaction yield outcomes from USPTO patents with 853,638 reactions. Predict the reaction yield, written as a fraction of the theoretical maximum amount of product (1.0 means a 100% yield; for example, 0.34 means a 34% yield). The reactants are [C:1]([O-:4])([O-])=[O:2].[Na+].[Na+].ClC(Cl)(Cl)[C:9]1[NH:13][C:12]2[CH:14]=[CH:15][CH:16]=[CH:17][C:11]=2[N:10]=1.Cl.[CH3:21]O. No catalyst specified. The product is [CH3:21][O:4][C:1]([C:9]1[NH:13][C:12]2[CH:14]=[CH:15][CH:16]=[CH:17][C:11]=2[N:10]=1)=[O:2]. The yield is 0.830.